This data is from Catalyst prediction with 721,799 reactions and 888 catalyst types from USPTO. The task is: Predict which catalyst facilitates the given reaction. (1) Reactant: [C:1]([C:3]([C:6]1[CH:7]=[C:8]([CH:30]=[CH:31][CH:32]=1)[C:9]([NH:11][C:12]1[CH:17]=[CH:16][CH:15]=[C:14]([O:18][C:19]2[CH:24]=[CH:23][C:22]([N+:25]([O-])=O)=[CH:21][C:20]=2[C:28]#[N:29])[CH:13]=1)=[O:10])([CH3:5])[CH3:4])#[N:2].[Cl-].[Ca+2].[Cl-].O. Product: [NH2:25][C:22]1[CH:23]=[CH:24][C:19]([O:18][C:14]2[CH:13]=[C:12]([NH:11][C:9](=[O:10])[C:8]3[CH:30]=[CH:31][CH:32]=[C:6]([C:3]([C:1]#[N:2])([CH3:4])[CH3:5])[CH:7]=3)[CH:17]=[CH:16][CH:15]=2)=[C:20]([C:28]#[N:29])[CH:21]=1. The catalyst class is: 8. (2) Reactant: [Br:1][C:2]1[CH:3]=[C:4]2[C:9](=[CH:10][CH:11]=1)[N:8]=[C:7]([O:12][CH3:13])[C:6]([C:14]([O:16]CC)=O)=[C:5]2[Cl:19].CCN=C=N[CH2:25][CH2:26][CH2:27][N:28]([CH3:30])C.C1C=CC2N(O)N=NC=2C=1.N1CCCC1. Product: [Br:1][C:2]1[CH:3]=[C:4]2[C:9](=[CH:10][CH:11]=1)[N:8]=[C:7]([O:12][CH3:13])[C:6]([C:14]([N:28]1[CH2:27][CH2:26][CH2:25][CH2:30]1)=[O:16])=[C:5]2[Cl:19]. The catalyst class is: 3. (3) Reactant: C(OC(=O)[NH:7][CH2:8][C:9]1[CH:14]=[CH:13][C:12]([NH:15][C:16]([N:18]([CH2:22][CH:23]([C:25]2[CH:30]=[CH:29][C:28]([Cl:31])=[C:27]([Cl:32])[CH:26]=2)[OH:24])[CH:19]([CH3:21])[CH3:20])=[O:17])=[CH:11][CH:10]=1)(C)(C)C.Cl. Product: [NH2:7][CH2:8][C:9]1[CH:10]=[CH:11][C:12]([NH:15][C:16](=[O:17])[N:18]([CH2:22][CH:23]([C:25]2[CH:30]=[CH:29][C:28]([Cl:31])=[C:27]([Cl:32])[CH:26]=2)[OH:24])[CH:19]([CH3:21])[CH3:20])=[CH:13][CH:14]=1. The catalyst class is: 25. (4) Reactant: [Cl:1][C:2]1[CH:7]=[CH:6][C:5]([S:8]([CH2:11][C:12]2[C:17]([F:18])=[C:16]([F:19])[CH:15]=[CH:14][C:13]=2[F:20])(=[O:10])=[O:9])=[CH:4][CH:3]=1.Br[CH2:22][CH2:23][CH2:24][CH2:25][CH:26]=[CH2:27].CC(C)([O-])C.[K+].O. Product: [Cl:1][C:2]1[CH:3]=[CH:4][C:5]([S:8]([CH:11]([C:12]2[C:13]([F:20])=[CH:14][CH:15]=[C:16]([F:19])[C:17]=2[F:18])[CH2:27][CH2:26][CH2:25][CH2:24][CH:23]=[CH2:22])(=[O:10])=[O:9])=[CH:6][CH:7]=1. The catalyst class is: 56. (5) Reactant: C(OC(=O)[NH:7][C:8]1[CH:13]=[CH:12][C:11]([C:14]#[C:15][C:16]2[CH:21]=[CH:20][CH:19]=[CH:18][CH:17]=2)=[CH:10][C:9]=1[NH:22][C:23](=[O:36])[CH2:24][C:25]([C:27]1[CH:32]=[CH:31][CH:30]=[C:29]([N+:33]([O-:35])=[O:34])[CH:28]=1)=O)(C)(C)C.C(O)(C(F)(F)F)=O. Product: [N+:33]([C:29]1[CH:28]=[C:27]([C:25]2[CH2:24][C:23](=[O:36])[NH:22][C:9]3[CH:10]=[C:11]([C:14]#[C:15][C:16]4[CH:21]=[CH:20][CH:19]=[CH:18][CH:17]=4)[CH:12]=[CH:13][C:8]=3[N:7]=2)[CH:32]=[CH:31][CH:30]=1)([O-:35])=[O:34]. The catalyst class is: 2. (6) Product: [C:15]([O:14][C:12]([N:1]1[CH2:9][CH2:8][CH:4]([C:5]([OH:7])=[O:6])[CH2:3][CH2:2]1)=[O:13])([CH3:18])([CH3:17])[CH3:16]. The catalyst class is: 127. Reactant: [NH:1]1[CH2:9][CH2:8][CH:4]([C:5]([OH:7])=[O:6])[CH2:3][CH2:2]1.[OH-].[Na+].[C:12](O[C:12]([O:14][C:15]([CH3:18])([CH3:17])[CH3:16])=[O:13])([O:14][C:15]([CH3:18])([CH3:17])[CH3:16])=[O:13]. (7) Reactant: [N:1]1[CH:6]=[CH:5][CH:4]=[C:3]([CH3:7])[CH:2]=1.C(NC(C)C)(C)C.[Si:15]([O:22][CH2:23][CH2:24][CH2:25][CH2:26][CH2:27][CH2:28]Br)([C:18]([CH3:21])([CH3:20])[CH3:19])([CH3:17])[CH3:16].C([Li])CCC. The catalyst class is: 188. Product: [Si:15]([O:22][CH2:23][CH2:24][CH2:25][CH2:26][CH2:27][CH2:28][CH2:7][C:3]1[CH:2]=[N:1][CH:6]=[CH:5][CH:4]=1)([C:18]([CH3:19])([CH3:20])[CH3:21])([CH3:17])[CH3:16].